Dataset: Catalyst prediction with 721,799 reactions and 888 catalyst types from USPTO. Task: Predict which catalyst facilitates the given reaction. (1) Reactant: C(O[C:5]([C:7]1[N:8]([N:13]([C:19](=[O:26])[CH2:20][C:21]([O:23][CH2:24][CH3:25])=[O:22])[CH2:14][CH2:15][CH:16]([CH3:18])[CH3:17])[CH:9]=[C:10]([F:12])[CH:11]=1)=[O:6])C=C.[O-]CC.[Na+].CO. Product: [CH2:24]([O:23][C:21]([C:20]1[C:19](=[O:26])[N:13]([CH2:14][CH2:15][CH:16]([CH3:17])[CH3:18])[N:8]2[CH:9]=[C:10]([F:12])[CH:11]=[C:7]2[C:5]=1[OH:6])=[O:22])[CH3:25]. The catalyst class is: 412. (2) Reactant: [Br:1][C:2]1[CH:7]=[CH:6][C:5]([O:8][CH2:9][CH3:10])=[CH:4][C:3]=1[CH2:11][CH:12]([NH:15][CH:16]=O)[CH2:13][CH3:14].O=P(Cl)(Cl)Cl. Product: [Br:1][C:2]1[CH:7]=[CH:6][C:5]([O:8][CH2:9][CH3:10])=[C:4]2[C:3]=1[CH2:11][CH:12]([CH2:13][CH3:14])[N:15]=[CH:16]2. The catalyst class is: 23. (3) Reactant: [Cl:1][C:2]1[CH:3]=[C:4]([C:8](=[O:17])[CH2:9][C:10](=O)[C:11]([O:13][CH2:14][CH3:15])=[O:12])[CH:5]=[CH:6][CH:7]=1.Cl.[NH2:19]O. Product: [CH2:14]([O:13][C:11]([C:10]1[CH:9]=[C:8]([C:4]2[CH:5]=[CH:6][CH:7]=[C:2]([Cl:1])[CH:3]=2)[O:17][N:19]=1)=[O:12])[CH3:15]. The catalyst class is: 5. (4) Reactant: [F:1][C:2]1[CH:7]=[CH:6][C:5]([C:8]([CH3:14])([CH3:13])[CH2:9][C:10]([OH:12])=O)=[CH:4][CH:3]=1.O.ON1C2C=CC=CC=2N=N1.Cl.CN(C)CCCN=C=NCC.C([O:40][C:41](=[O:62])[CH2:42][C:43]1[CH:48]=[CH:47][C:46]([O:49][CH3:50])=[C:45]([C:51]2[CH:52]=[CH:53][C:54]([F:61])=[C:55]3[C:60]=2[CH2:59][NH:58][CH2:57][CH2:56]3)[CH:44]=1)C.C(N(CC)CC)C. Product: [F:61][C:54]1[CH:53]=[CH:52][C:51]([C:45]2[CH:44]=[C:43]([CH2:42][C:41]([OH:62])=[O:40])[CH:48]=[CH:47][C:46]=2[O:49][CH3:50])=[C:60]2[C:55]=1[CH2:56][CH2:57][N:58]([C:10](=[O:12])[CH2:9][C:8]([C:5]1[CH:4]=[CH:3][C:2]([F:1])=[CH:7][CH:6]=1)([CH3:14])[CH3:13])[CH2:59]2. The catalyst class is: 2.